Dataset: NCI-60 drug combinations with 297,098 pairs across 59 cell lines. Task: Regression. Given two drug SMILES strings and cell line genomic features, predict the synergy score measuring deviation from expected non-interaction effect. (1) Cell line: MDA-MB-231. Drug 1: C1CN1P(=S)(N2CC2)N3CC3. Synergy scores: CSS=20.8, Synergy_ZIP=-5.29, Synergy_Bliss=0.464, Synergy_Loewe=0.195, Synergy_HSA=2.95. Drug 2: CS(=O)(=O)CCNCC1=CC=C(O1)C2=CC3=C(C=C2)N=CN=C3NC4=CC(=C(C=C4)OCC5=CC(=CC=C5)F)Cl. (2) Drug 1: CNC(=O)C1=CC=CC=C1SC2=CC3=C(C=C2)C(=NN3)C=CC4=CC=CC=N4. Drug 2: C1CCC(C(C1)N)N.C(=O)(C(=O)[O-])[O-].[Pt+4]. Cell line: SK-MEL-5. Synergy scores: CSS=0.254, Synergy_ZIP=0.176, Synergy_Bliss=2.07, Synergy_Loewe=-7.72, Synergy_HSA=-4.12. (3) Drug 1: C1=CC(=CC=C1C#N)C(C2=CC=C(C=C2)C#N)N3C=NC=N3. Drug 2: CCC1=C2CN3C(=CC4=C(C3=O)COC(=O)C4(CC)O)C2=NC5=C1C=C(C=C5)O. Cell line: SW-620. Synergy scores: CSS=29.6, Synergy_ZIP=-4.02, Synergy_Bliss=1.16, Synergy_Loewe=-40.8, Synergy_HSA=-4.45. (4) Drug 1: C1CC(C1)(C(=O)O)C(=O)O.[NH2-].[NH2-].[Pt+2]. Drug 2: N.N.Cl[Pt+2]Cl. Cell line: DU-145. Synergy scores: CSS=49.7, Synergy_ZIP=-4.57, Synergy_Bliss=1.26, Synergy_Loewe=-13.8, Synergy_HSA=2.69. (5) Drug 1: CN1CCC(CC1)COC2=C(C=C3C(=C2)N=CN=C3NC4=C(C=C(C=C4)Br)F)OC. Drug 2: CCC1(CC2CC(C3=C(CCN(C2)C1)C4=CC=CC=C4N3)(C5=C(C=C6C(=C5)C78CCN9C7C(C=CC9)(C(C(C8N6C)(C(=O)OC)O)OC(=O)C)CC)OC)C(=O)OC)O.OS(=O)(=O)O. Cell line: MALME-3M. Synergy scores: CSS=26.8, Synergy_ZIP=3.69, Synergy_Bliss=6.61, Synergy_Loewe=-18.7, Synergy_HSA=6.07. (6) Drug 1: CN(C)N=NC1=C(NC=N1)C(=O)N. Drug 2: CC1=CC=C(C=C1)C2=CC(=NN2C3=CC=C(C=C3)S(=O)(=O)N)C(F)(F)F. Cell line: K-562. Synergy scores: CSS=9.80, Synergy_ZIP=-2.75, Synergy_Bliss=-0.944, Synergy_Loewe=-1.83, Synergy_HSA=-0.0443. (7) Drug 1: CC1=CC2C(CCC3(C2CCC3(C(=O)C)OC(=O)C)C)C4(C1=CC(=O)CC4)C. Drug 2: C1=CN(C=N1)CC(O)(P(=O)(O)O)P(=O)(O)O. Cell line: OVCAR-8. Synergy scores: CSS=0.370, Synergy_ZIP=-0.118, Synergy_Bliss=0.186, Synergy_Loewe=-1.44, Synergy_HSA=-0.947. (8) Drug 1: CNC(=O)C1=CC=CC=C1SC2=CC3=C(C=C2)C(=NN3)C=CC4=CC=CC=N4. Drug 2: C1CN1P(=S)(N2CC2)N3CC3. Cell line: UACC62. Synergy scores: CSS=24.4, Synergy_ZIP=-2.18, Synergy_Bliss=5.75, Synergy_Loewe=4.46, Synergy_HSA=6.42. (9) Drug 1: C1=CC(=CC=C1CCCC(=O)O)N(CCCl)CCCl. Drug 2: C1CN(CCN1C(=O)CCBr)C(=O)CCBr. Cell line: SK-MEL-2. Synergy scores: CSS=6.65, Synergy_ZIP=5.69, Synergy_Bliss=12.6, Synergy_Loewe=4.24, Synergy_HSA=6.31. (10) Drug 1: COC1=CC(=CC(=C1O)OC)C2C3C(COC3=O)C(C4=CC5=C(C=C24)OCO5)OC6C(C(C7C(O6)COC(O7)C8=CC=CS8)O)O. Drug 2: C(CCl)NC(=O)N(CCCl)N=O. Cell line: MALME-3M. Synergy scores: CSS=26.0, Synergy_ZIP=-6.47, Synergy_Bliss=-1.52, Synergy_Loewe=-30.8, Synergy_HSA=-3.20.